Predict the product of the given reaction. From a dataset of Forward reaction prediction with 1.9M reactions from USPTO patents (1976-2016). Given the reactants C(#N)C.[CH3:4][NH:5][CH2:6][C:7]1[CH:12]=[CH:11][CH:10]=[CH:9][CH:8]=1.Br[CH:14]([C:19]([O:21][CH3:22])=[O:20])[C:15]([O:17][CH3:18])=[O:16], predict the reaction product. The product is: [CH2:6]([N:5]([CH:14]([C:19]([O:21][CH3:22])=[O:20])[C:15]([O:17][CH3:18])=[O:16])[CH3:4])[C:7]1[CH:12]=[CH:11][CH:10]=[CH:9][CH:8]=1.